Dataset: Forward reaction prediction with 1.9M reactions from USPTO patents (1976-2016). Task: Predict the product of the given reaction. (1) Given the reactants [NH2:1][CH2:2][CH2:3][CH:4]1[CH2:9][CH2:8][N:7]([C:10]2[N:11]=[CH:12][CH:13]=[C:14]3[CH:18]=[C:17]([C:19]([NH2:21])=[O:20])[S:16][C:15]=23)[CH2:6][CH2:5]1.C(N(CC)CC)C.[CH:29]1([C:34](Cl)=[O:35])[CH2:33][CH2:32][CH2:31][CH2:30]1, predict the reaction product. The product is: [CH:29]1([C:34]([NH:1][CH2:2][CH2:3][CH:4]2[CH2:9][CH2:8][N:7]([C:10]3[N:11]=[CH:12][CH:13]=[C:14]4[CH:18]=[C:17]([C:19]([NH2:21])=[O:20])[S:16][C:15]=34)[CH2:6][CH2:5]2)=[O:35])[CH2:33][CH2:32][CH2:31][CH2:30]1. (2) The product is: [OH:2][C:3]1[CH:11]=[CH:10][C:6]2[N:7]=[CH:8][S:9][C:5]=2[CH:4]=1. Given the reactants C[O:2][C:3]1[CH:11]=[CH:10][C:6]2[N:7]=[CH:8][S:9][C:5]=2[CH:4]=1.O.C(=O)([O-])O.[Na+], predict the reaction product. (3) Given the reactants Br[C:2]1[CH:7]=[CH:6][C:5]([C:8]([N:10]2[CH2:15][CH2:14][O:13][CH2:12][CH2:11]2)=[O:9])=[C:4]([O:16][CH3:17])[CH:3]=1.[B:18]1([B:18]2[O:22][C:21]([CH3:24])([CH3:23])[C:20]([CH3:26])([CH3:25])[O:19]2)[O:22][C:21]([CH3:24])([CH3:23])[C:20]([CH3:26])([CH3:25])[O:19]1.CC([O-])=O.[K+], predict the reaction product. The product is: [CH3:17][O:16][C:4]1[CH:3]=[C:2]([B:18]2[O:22][C:21]([CH3:24])([CH3:23])[C:20]([CH3:26])([CH3:25])[O:19]2)[CH:7]=[CH:6][C:5]=1[C:8]([N:10]1[CH2:15][CH2:14][O:13][CH2:12][CH2:11]1)=[O:9]. (4) Given the reactants [C:1]([O:4][C@H:5]([CH3:27])[CH2:6][CH2:7][CH2:8][CH2:9][N:10]1[C:19](=[O:20])[C:18]2[N:17]([CH2:21][O:22][CH2:23][CH3:24])[C:16](Br)=[N:15][C:14]=2[N:13]([CH3:26])[C:11]1=[O:12])(=[O:3])[CH3:2].[I-].[Na+].[C-:30]#[N:31].[K+].O, predict the reaction product. The product is: [C:1]([O:4][C@H:5]([CH3:27])[CH2:6][CH2:7][CH2:8][CH2:9][N:10]1[C:19](=[O:20])[C:18]2[N:17]([CH2:21][O:22][CH2:23][CH3:24])[C:16]([C:30]#[N:31])=[N:15][C:14]=2[N:13]([CH3:26])[C:11]1=[O:12])(=[O:3])[CH3:2]. (5) The product is: [CH3:10][Si:11]([CH3:18])([CH3:17])[CH2:12][CH2:13][O:14][CH2:15][O:3][C:4]1[CH:5]=[N:6][CH:7]=[CH:8][CH:9]=1. Given the reactants [H-].[Na+].[OH:3][C:4]1[CH:5]=[N:6][CH:7]=[CH:8][CH:9]=1.[CH3:10][Si:11]([CH3:18])([CH3:17])[CH2:12][CH2:13][O:14][CH2:15]Cl.O, predict the reaction product. (6) Given the reactants F[C:2]1[CH:3]=[CH:4][C:5]([N+:19]([O-:21])=[O:20])=[C:6]([CH:8]=[C:9]([CH2:12][CH:13]2[CH2:18][CH2:17][O:16][CH2:15][CH2:14]2)[C:10]#[N:11])[CH:7]=1.[O:22]1[CH2:27][CH2:26][CH2:25][O:24][CH:23]1[C:28]1[CH:29]=[C:30]([SH:34])[CH:31]=[CH:32][CH:33]=1.C([O-])([O-])=O.[Cs+].[Cs+], predict the reaction product. The product is: [O:22]1[CH2:27][CH2:26][CH2:25][O:24][CH:23]1[C:28]1[CH:29]=[C:30]([S:34][C:2]2[CH:3]=[CH:4][C:5]([N+:19]([O-:21])=[O:20])=[C:6]([CH:8]=[C:9]([CH2:12][CH:13]3[CH2:18][CH2:17][O:16][CH2:15][CH2:14]3)[C:10]#[N:11])[CH:7]=2)[CH:31]=[CH:32][CH:33]=1. (7) Given the reactants [F:1][C:2]1[CH:7]=[CH:6][CH:5]=[CH:4][C:3]=1[CH2:8][CH2:9][OH:10].C(N(CC)CC)C.[CH3:18][S:19](Cl)(=[O:21])=[O:20], predict the reaction product. The product is: [F:1][C:2]1[CH:7]=[CH:6][CH:5]=[CH:4][C:3]=1[CH2:8][CH2:9][O:10][S:19]([CH3:18])(=[O:21])=[O:20]. (8) Given the reactants C([O:4][C:5]1[CH:21]=[CH:20][C:8]([C:9]([O:11][CH2:12][CH:13]([CH2:17][C:18]#[CH:19])[CH2:14][C:15]#[CH:16])=[O:10])=[CH:7][CH:6]=1)(=O)C.O.CCOC(C)=O, predict the reaction product. The product is: [OH:4][C:5]1[CH:6]=[CH:7][C:8]([C:9]([O:11][CH2:12][CH:13]([CH2:14][C:15]#[CH:16])[CH2:17][C:18]#[CH:19])=[O:10])=[CH:20][CH:21]=1. (9) Given the reactants [C:1]([O:5][C:6]([NH:8][CH2:9][CH2:10][C:11]([OH:13])=O)=[O:7])([CH3:4])([CH3:3])[CH3:2].[C:14]([C:16]1[CH:46]=[CH:45][C:19]([O:20][C:21]2[N:35]=[C:34]([O:36][C:37]3[CH:42]=[CH:41][C:40]([C:43]#[N:44])=[CH:39][CH:38]=3)[CH:33]=[CH:32][C:22]=2[C:23]([NH:25][CH:26]2[CH2:31][CH2:30][NH:29][CH2:28][CH2:27]2)=[O:24])=[CH:18][CH:17]=1)#[N:15], predict the reaction product. The product is: [C:1]([O:5][C:6](=[O:7])[NH:8][CH2:9][CH2:10][C:11]([N:29]1[CH2:30][CH2:31][CH:26]([NH:25][C:23]([C:22]2[C:21]([O:20][C:19]3[CH:18]=[CH:17][C:16]([C:14]#[N:15])=[CH:46][CH:45]=3)=[N:35][C:34]([O:36][C:37]3[CH:42]=[CH:41][C:40]([C:43]#[N:44])=[CH:39][CH:38]=3)=[CH:33][CH:32]=2)=[O:24])[CH2:27][CH2:28]1)=[O:13])([CH3:2])([CH3:3])[CH3:4]. (10) Given the reactants Cl[C:2]1[N:7]=[C:6]([N:8]([CH:18]2[CH2:20][CH2:19]2)[CH2:9][C:10]2[CH:15]=[CH:14][C:13]([O:16][CH3:17])=[CH:12][CH:11]=2)[C:5]2=[N:21][CH:22]=[C:23]([C:24]#[N:25])[N:4]2[N:3]=1.[C:26]([N:29]1[CH2:33][CH2:32][C:31]2([CH2:38][CH2:37][N:36]([C:39]3[CH:40]=[C:41]([CH:44]=[C:45]([NH2:48])[C:46]=3[Cl:47])[C:42]#[N:43])[CH2:35][CH2:34]2)[CH2:30]1)(=[O:28])[CH3:27].CC1(C)C2C(=C(P(C3C=CC=CC=3)C3C=CC=CC=3)C=CC=2)OC2C(P(C3C=CC=CC=3)C3C=CC=CC=3)=CC=CC1=2.C(=O)([O-])[O-].[Cs+].[Cs+], predict the reaction product. The product is: [C:26]([N:29]1[CH2:33][CH2:32][C:31]2([CH2:34][CH2:35][N:36]([C:39]3[C:46]([Cl:47])=[C:45]([NH:48][C:2]4[N:7]=[C:6]([N:8]([CH:18]5[CH2:19][CH2:20]5)[CH2:9][C:10]5[CH:15]=[CH:14][C:13]([O:16][CH3:17])=[CH:12][CH:11]=5)[C:5]5=[N:21][CH:22]=[C:23]([C:24]#[N:25])[N:4]5[N:3]=4)[CH:44]=[C:41]([C:42]#[N:43])[CH:40]=3)[CH2:37][CH2:38]2)[CH2:30]1)(=[O:28])[CH3:27].